Dataset: Reaction yield outcomes from USPTO patents with 853,638 reactions. Task: Predict the reaction yield, written as a fraction of the theoretical maximum amount of product (1.0 means a 100% yield; for example, 0.34 means a 34% yield). (1) The reactants are [Cl:1][C:2]1[CH:3]=[CH:4][C:5]([CH3:27])=[C:6]([N:8]([CH2:13][C:14]([N:16]([N:18]2[CH2:26][C:25]3[C:20](=[CH:21][CH:22]=[CH:23][CH:24]=3)[CH2:19]2)[CH3:17])=[O:15])[CH2:9][C:10]([OH:12])=O)[CH:7]=1.[NH2:28][CH2:29][CH2:30][NH:31]C(=O)OC(C)(C)C. No catalyst specified. The product is [ClH:1].[ClH:1].[Cl:1][C:2]1[CH:3]=[CH:4][C:5]([CH3:27])=[C:6]([N:8]([CH2:13][C:14]([N:16]([N:18]2[CH2:26][C:25]3[C:20](=[CH:21][CH:22]=[CH:23][CH:24]=3)[CH2:19]2)[CH3:17])=[O:15])[CH2:9][C:10]([NH:28][CH2:29][CH2:30][NH2:31])=[O:12])[CH:7]=1. The yield is 0.720. (2) The reactants are [Br:1][C:2]1[CH:7]=[CH:6][C:5]([OH:8])=[CH:4][C:3]=1/[CH:9]=[CH:10]/[C:11]([O:13][CH2:14][CH3:15])=[O:12].C(=O)([O-])[O-].[K+].[K+].[CH2:22](Br)[C:23]1[CH:28]=[CH:27][CH:26]=[CH:25][CH:24]=1. The catalyst is CN(C=O)C.O. The product is [CH2:22]([O:8][C:5]1[CH:6]=[CH:7][C:2]([Br:1])=[C:3](/[CH:9]=[CH:10]/[C:11]([O:13][CH2:14][CH3:15])=[O:12])[CH:4]=1)[C:23]1[CH:28]=[CH:27][CH:26]=[CH:25][CH:24]=1. The yield is 0.930. (3) The reactants are Br[C:2]1[C:3]([CH3:16])=[N:4][N:5]([C:7]2[CH:12]=[CH:11][N:10]=[C:9]3[NH:13][CH:14]=[CH:15][C:8]=23)[CH:6]=1.[C:17]([C:19]1[CH:20]=[C:21](B(O)O)[CH:22]=[CH:23][CH:24]=1)#[N:18].C(=O)([O-])[O-].[Na+].[Na+].COCCOC.O. The catalyst is C1C=CC([P]([Pd]([P](C2C=CC=CC=2)(C2C=CC=CC=2)C2C=CC=CC=2)([P](C2C=CC=CC=2)(C2C=CC=CC=2)C2C=CC=CC=2)[P](C2C=CC=CC=2)(C2C=CC=CC=2)C2C=CC=CC=2)(C2C=CC=CC=2)C2C=CC=CC=2)=CC=1. The product is [CH3:16][C:3]1[C:2]([C:23]2[CH:24]=[C:19]([CH:20]=[CH:21][CH:22]=2)[C:17]#[N:18])=[CH:6][N:5]([C:7]2[CH:12]=[CH:11][N:10]=[C:9]3[NH:13][CH:14]=[CH:15][C:8]=23)[N:4]=1. The yield is 0.440. (4) The reactants are [F:1][C:2]([F:13])([F:12])[C:3]1[CH:11]=[CH:10][C:6]([C:7]([OH:9])=O)=[CH:5][CH:4]=1.C(N1C=CN=C1)(N1C=CN=C1)=O.Cl.[NH2:27][CH2:28][C:29]1[CH:30]=[C:31]2[C:36](=[CH:37][CH:38]=1)[N:35]=[C:34]([CH3:39])[N:33]([CH:40]1[CH2:45][CH2:44][C:43](=[O:46])[NH:42][C:41]1=[O:47])[C:32]2=[O:48]. The catalyst is CN(C=O)C. The product is [O:47]=[C:41]1[CH:40]([N:33]2[C:32](=[O:48])[C:31]3[C:36](=[CH:37][CH:38]=[C:29]([CH2:28][NH:27][C:7](=[O:9])[C:6]4[CH:5]=[CH:4][C:3]([C:2]([F:1])([F:13])[F:12])=[CH:11][CH:10]=4)[CH:30]=3)[N:35]=[C:34]2[CH3:39])[CH2:45][CH2:44][C:43](=[O:46])[NH:42]1. The yield is 0.670. (5) The product is [CH2:20]([N:22]([S:23]([C:26]1[CH:27]=[CH:28][C:29]([F:32])=[CH:30][CH:31]=1)(=[O:25])=[O:24])[CH2:33][C:34]([NH:17][CH2:16][CH:12]1[O:13][CH2:14][CH2:15][N:10]([C:7]2[CH:6]=[CH:5][C:4]([C:3]([F:2])([F:18])[F:19])=[CH:9][CH:8]=2)[CH2:11]1)=[O:35])[CH3:21]. The reactants are Cl.[F:2][C:3]([F:19])([F:18])[C:4]1[CH:9]=[CH:8][C:7]([N:10]2[CH2:15][CH2:14][O:13][CH:12]([CH2:16][NH2:17])[CH2:11]2)=[CH:6][CH:5]=1.[CH2:20]([N:22]([CH2:33][C:34](O)=[O:35])[S:23]([C:26]1[CH:31]=[CH:30][C:29]([F:32])=[CH:28][CH:27]=1)(=[O:25])=[O:24])[CH3:21].CN([P+](ON1N=NC2C=CC=CC1=2)(N(C)C)N(C)C)C.F[P-](F)(F)(F)(F)F. The catalyst is ClCCl. The yield is 0.740.